Dataset: NCI-60 drug combinations with 297,098 pairs across 59 cell lines. Task: Regression. Given two drug SMILES strings and cell line genomic features, predict the synergy score measuring deviation from expected non-interaction effect. (1) Drug 1: C1=CN(C(=O)N=C1N)C2C(C(C(O2)CO)O)O.Cl. Drug 2: C(=O)(N)NO. Cell line: T-47D. Synergy scores: CSS=1.13, Synergy_ZIP=1.26, Synergy_Bliss=2.91, Synergy_Loewe=-10.3, Synergy_HSA=-5.53. (2) Drug 1: CCC1(CC2CC(C3=C(CCN(C2)C1)C4=CC=CC=C4N3)(C5=C(C=C6C(=C5)C78CCN9C7C(C=CC9)(C(C(C8N6C=O)(C(=O)OC)O)OC(=O)C)CC)OC)C(=O)OC)O.OS(=O)(=O)O. Drug 2: C1C(C(OC1N2C=NC3=C(N=C(N=C32)Cl)N)CO)O. Cell line: HCT116. Synergy scores: CSS=54.0, Synergy_ZIP=-4.73, Synergy_Bliss=-4.19, Synergy_Loewe=-12.9, Synergy_HSA=-1.11.